From a dataset of Forward reaction prediction with 1.9M reactions from USPTO patents (1976-2016). Predict the product of the given reaction. (1) Given the reactants Cl[C:2]1[CH:7]=[CH:6][C:5]([N+:8]([O-])=O)=[CH:4][C:3]=1[Cl:11].[S-2:12].[Na+].[Na+].[S], predict the reaction product. The product is: [NH2:8][C:5]1[CH:6]=[CH:7][C:2]([S:12][S:12][C:2]2[CH:7]=[CH:6][C:5]([NH2:8])=[CH:4][C:3]=2[Cl:11])=[C:3]([Cl:11])[CH:4]=1. (2) Given the reactants [CH:1]1[C:10]2[C:5](=[CH:6][C:7]([C:11]([C@@H:13]3[C@@H:18]([CH3:19])[CH2:17][CH2:16][CH2:15][C:14]3([CH3:21])[CH3:20])=[O:12])=[CH:8][CH:9]=2)[CH:4]=[CH:3][N:2]=1.[OH-].[Na+], predict the reaction product. The product is: [CH2:1]1[C:10]2[C:5](=[CH:6][C:7]([C:11]([C@@H:13]3[C@@H:18]([CH3:19])[CH2:17][CH2:16][CH2:15][C:14]3([CH3:20])[CH3:21])=[O:12])=[CH:8][CH:9]=2)[CH2:4][CH2:3][NH:2]1. (3) Given the reactants [CH3:1][C:2]1[N:25]([CH3:26])[C:5]2[CH:6]=[C:7]([C:22](O)=[O:23])[C:8]3[CH2:9][CH2:10][C:11]4([NH:20][C:21]=3[C:4]=2[N:3]=1)[CH2:19][C:18]1[C:13](=[CH:14][CH:15]=[CH:16][CH:17]=1)[CH2:12]4.CN(C(ON1N=NC2C=CC=CC1=2)=[N+](C)C)C.[B-](F)(F)(F)F.[CH2:49]([O:51][CH2:52][CH2:53][NH2:54])[CH3:50], predict the reaction product. The product is: [CH2:49]([O:51][CH2:52][CH2:53][NH:54][C:22]([C:7]1[C:8]2[CH2:9][CH2:10][C:11]3([NH:20][C:21]=2[C:4]2[N:3]=[C:2]([CH3:1])[N:25]([CH3:26])[C:5]=2[CH:6]=1)[CH2:19][C:18]1[C:13](=[CH:14][CH:15]=[CH:16][CH:17]=1)[CH2:12]3)=[O:23])[CH3:50]. (4) Given the reactants [Br:1][C:2]1[N:3]=[C:4](Br)[C:5]2[N:6]([CH:8]=[CH:9][N:10]=2)[CH:7]=1.[NH:12]1[C:20]2[C:15](=[CH:16][C:17]([NH2:21])=[CH:18][CH:19]=2)[CH:14]=[N:13]1, predict the reaction product. The product is: [Br:1][C:2]1[N:3]=[C:4]([NH:21][C:17]2[CH:16]=[C:15]3[C:20](=[CH:19][CH:18]=2)[NH:12][N:13]=[CH:14]3)[C:5]2[N:6]([CH:8]=[CH:9][N:10]=2)[CH:7]=1. (5) Given the reactants [CH3:1][N:2]([CH3:31])[CH2:3][CH2:4][CH2:5][C:6]1[N:10]([CH2:11][CH2:12][C:13]2[CH:18]=[CH:17][C:16]([F:19])=[CH:15][CH:14]=2)[C:9]([CH3:20])=[C:8]([C:21]([O:23]CC2C=CC=CC=2)=[O:22])[CH:7]=1, predict the reaction product. The product is: [CH3:31][N:2]([CH3:1])[CH2:3][CH2:4][CH2:5][C:6]1[N:10]([CH2:11][CH2:12][C:13]2[CH:14]=[CH:15][C:16]([F:19])=[CH:17][CH:18]=2)[C:9]([CH3:20])=[C:8]([C:21]([OH:23])=[O:22])[CH:7]=1. (6) Given the reactants [F:1][C:2]1[CH:7]=[CH:6][C:5]([F:8])=[CH:4][C:3]=1[C:9]1[CH:17]=[CH:16][C:12]([C:13]([OH:15])=O)=[CH:11][N:10]=1.[F:18][C:19]([F:29])([F:28])[CH2:20][N:21]1[CH2:26][CH2:25][CH:24]([NH2:27])[CH2:23][CH2:22]1.CCN=C=NCCCN(C)C.C1C=CC2N(O)N=NC=2C=1.CN1CCOCC1, predict the reaction product. The product is: [F:1][C:2]1[CH:7]=[CH:6][C:5]([F:8])=[CH:4][C:3]=1[C:9]1[CH:17]=[CH:16][C:12]([C:13]([NH:27][CH:24]2[CH2:25][CH2:26][N:21]([CH2:20][C:19]([F:29])([F:18])[F:28])[CH2:22][CH2:23]2)=[O:15])=[CH:11][N:10]=1.